Dataset: Forward reaction prediction with 1.9M reactions from USPTO patents (1976-2016). Task: Predict the product of the given reaction. Given the reactants Cl.C(OC([NH:9][C@H:10]([CH:35]1[CH2:40][CH2:39][CH2:38][CH2:37][CH2:36]1)[C:11]([N:13]1[CH2:34][CH2:33][CH2:32][C@H:14]1[C:15]([NH:17][CH2:18][C:19]1[CH:24]=[C:23]([Cl:25])[CH:22]=[CH:21][C:20]=1[C:26]1[C:30](Cl)=[N:29][S:28][N:27]=1)=[O:16])=[O:12])=O)(C)(C)C, predict the reaction product. The product is: [ClH:25].[NH2:9][C@H:10]([CH:35]1[CH2:40][CH2:39][CH2:38][CH2:37][CH2:36]1)[C:11]([N:13]1[CH2:34][CH2:33][CH2:32][C@H:14]1[C:15]([NH:17][CH2:18][C:19]1[CH:24]=[C:23]([Cl:25])[CH:22]=[CH:21][C:20]=1[C:26]1[CH:30]=[N:29][S:28][N:27]=1)=[O:16])=[O:12].